From a dataset of Reaction yield outcomes from USPTO patents with 853,638 reactions. Predict the reaction yield, written as a fraction of the theoretical maximum amount of product (1.0 means a 100% yield; for example, 0.34 means a 34% yield). (1) The reactants are Cl.[CH2:2]1[C:5]2([CH2:9][CH2:8][CH2:7][O:6]2)[CH2:4][NH:3]1.C(N(CC)CC)C.[CH3:17][O:18][C:19]1[CH:24]=[CH:23][C:22]([C:25]2[O:29][C:28]([C:30]([N:32]3[CH2:35][CH:34]([O:36][C:37]4[CH:44]=[CH:43][C:40]([CH:41]=O)=[CH:39][CH:38]=4)[CH2:33]3)=[O:31])=[N:27][N:26]=2)=[CH:21][CH:20]=1.[Na].C([O-])(O)=O.[Na+]. The catalyst is ClCCl. The product is [CH2:4]1[C:5]2([CH2:9][CH2:8][CH2:7][O:6]2)[CH2:2][N:3]1[CH2:41][C:40]1[CH:39]=[CH:38][C:37]([O:36][CH:34]2[CH2:35][N:32]([C:30]([C:28]3[O:29][C:25]([C:22]4[CH:23]=[CH:24][C:19]([O:18][CH3:17])=[CH:20][CH:21]=4)=[N:26][N:27]=3)=[O:31])[CH2:33]2)=[CH:44][CH:43]=1. The yield is 0.170. (2) The reactants are C([S:4][C@H:5]1[C:10]([C:11]([O:13][CH2:14][CH3:15])=[O:12])=[CH:9][CH2:8][O:7][CH2:6]1)(=O)C.Cl.C(O)C.C(=O)([O-])O.[Na+]. The catalyst is C(O)C. The product is [SH:4][C@H:5]1[C:10]([C:11]([O:13][CH2:14][CH3:15])=[O:12])=[CH:9][CH2:8][O:7][CH2:6]1. The yield is 0.910. (3) The reactants are [CH2:1]([O:3][C:4](=[O:26])[CH2:5][N:6]1[C:14]2[CH2:13][CH2:12][CH2:11][CH:10]([NH:15][S:16]([C:19]3[CH:24]=[CH:23][CH:22]=[C:21]([NH2:25])[CH:20]=3)(=[O:18])=[O:17])[C:9]=2[CH:8]=[N:7]1)[CH3:2].[C:27](Cl)(=[O:34])[C:28]1[CH:33]=[CH:32][CH:31]=[CH:30][CH:29]=1.C(N(CC)CC)C. The catalyst is O1CCCC1. The product is [CH2:1]([O:3][C:4](=[O:26])[CH2:5][N:6]1[C:14]2[CH2:13][CH2:12][CH2:11][CH:10]([NH:15][S:16]([C:19]3[CH:24]=[CH:23][CH:22]=[C:21]([NH:25][C:27](=[O:34])[C:28]4[CH:33]=[CH:32][CH:31]=[CH:30][CH:29]=4)[CH:20]=3)(=[O:18])=[O:17])[C:9]=2[CH:8]=[N:7]1)[CH3:2]. The yield is 0.720. (4) The reactants are CNCCNC.[Cl:7][C:8]1[C:12]([NH:13][C:14](=[O:16])[CH3:15])=[CH:11][NH:10][N:9]=1.C(=O)([O-])[O-].[K+].[K+].Br[C:24]1[CH:25]=[N:26][CH:27]=[CH:28][CH:29]=1. The catalyst is [Cu]Cl.C(#N)C. The product is [Cl:7][C:8]1[C:12]([NH:13][C:14](=[O:16])[CH3:15])=[CH:11][N:10]([C:24]2[CH:25]=[N:26][CH:27]=[CH:28][CH:29]=2)[N:9]=1. The yield is 0.640. (5) The reactants are [C:1]([O:8][C:9]([O:11][C:12]([CH3:15])([CH3:14])[CH3:13])=[O:10])(OC(C)(C)C)=O.OC1[CH:26]=[C:25]2[C:20]([CH:21]=[CH:22][CH:23]=[N:24]2)=[CH:19][CH:18]=1. The catalyst is CN(C)C1C=CN=CC=1.CN(C)C=O.CCOC(C)=O. The product is [C:9](=[O:10])([O:8][C:1]1[CH:26]=[C:25]2[C:20]([CH:21]=[CH:22][CH:23]=[N:24]2)=[CH:19][CH:18]=1)[O:11][C:12]([CH3:13])([CH3:14])[CH3:15]. The yield is 0.970. (6) The reactants are S(Cl)(Cl)=O.[CH:5]1([CH2:8][C:9]([OH:11])=O)[CH2:7][CH2:6]1.[Cl:12][C:13]1[C:18]([N:19]2[CH2:24][CH2:23][N:22]([C:25]3[CH:30]=[CH:29][C:28]([F:31])=[CH:27][CH:26]=3)[CH2:21][CH2:20]2)=[CH:17][N:16]=[N:15][C:14]=1[NH:32][NH2:33].C(=O)(O)[O-].[Na+]. The catalyst is C(Cl)Cl.C(OCC)(=O)C.C1COCC1.O. The product is [Cl:12][C:13]1[C:18]([N:19]2[CH2:24][CH2:23][N:22]([C:25]3[CH:26]=[CH:27][C:28]([F:31])=[CH:29][CH:30]=3)[CH2:21][CH2:20]2)=[CH:17][N:16]=[N:15][C:14]=1[NH:32][NH:33][C:9](=[O:11])[CH2:8][CH:5]1[CH2:6][CH2:7]1. The yield is 0.960. (7) The reactants are [NH:1]1[CH2:5][CH2:4][C@@H:3]([NH:6][C:7](=[O:14])[O:8][C@H:9]2[CH2:13][CH2:12][O:11][CH2:10]2)[CH2:2]1.Cl[C:16]1[C:25]2[C:20](=[CH:21][CH:22]=[C:23]([F:26])[CH:24]=2)[N:19]=[C:18]([C:27]2[CH:32]=[CH:31][CH:30]=[CH:29][C:28]=2[OH:33])[N:17]=1.C(N(CC)CC)C. The catalyst is C(Cl)Cl. The product is [F:26][C:23]1[CH:24]=[C:25]2[C:20](=[CH:21][CH:22]=1)[N:19]=[C:18]([C:27]1[CH:32]=[CH:31][CH:30]=[CH:29][C:28]=1[OH:33])[N:17]=[C:16]2[N:1]1[CH2:5][CH2:4][C@@H:3]([NH:6][C:7](=[O:14])[O:8][C@H:9]2[CH2:13][CH2:12][O:11][CH2:10]2)[CH2:2]1. The yield is 0.660. (8) The reactants are CC(C)(C)C([NH:5][C:6]1[CH:11]=[CH:10][C:9]([C:12]([F:15])([F:14])[F:13])=[C:8]([N+:16]([O-:18])=[O:17])[CH:7]=1)=O.C([O-])(O)=O.[Na+]. The catalyst is Cl. The product is [N+:16]([C:8]1[CH:7]=[C:6]([CH:11]=[CH:10][C:9]=1[C:12]([F:13])([F:14])[F:15])[NH2:5])([O-:18])=[O:17]. The yield is 0.970.